This data is from Reaction yield outcomes from USPTO patents with 853,638 reactions. The task is: Predict the reaction yield, written as a fraction of the theoretical maximum amount of product (1.0 means a 100% yield; for example, 0.34 means a 34% yield). The reactants are O[C:2]([CH3:18])([CH3:17])[C:3]#[C:4][C:5]([C:7]1[CH:8]=[CH:9][C:10]([O:15][CH3:16])=[C:11]([CH:14]=1)[C:12]#[N:13])=[O:6].C(NCC)C.C([OH:26])C. No catalyst specified. The product is [CH3:17][C:2]1([CH3:18])[O:6][C:5]([C:7]2[CH:8]=[CH:9][C:10]([O:15][CH3:16])=[C:11]([CH:14]=2)[C:12]#[N:13])=[CH:4][C:3]1=[O:26]. The yield is 1.00.